This data is from Catalyst prediction with 721,799 reactions and 888 catalyst types from USPTO. The task is: Predict which catalyst facilitates the given reaction. (1) Reactant: [O-:1][N+:2]1[C:7]2[CH:8]=[CH:9][CH:10]=[CH:11][C:6]=2[N+:5]([O-:12])=[C:4]([CH2:13][CH2:14][CH2:15][N:16]([CH3:21])[CH2:17][CH2:18][CH2:19][NH2:20])[N:3]=1.N1([C:27]([C:29]2[C:42]3[C:33](=[CH:34][C:35]4[C:40]([N:41]=3)=[CH:39][CH:38]=[CH:37][CH:36]=4)[CH:32]=[CH:31][CH:30]=2)=[O:28])C=CN=C1. Product: [O-:1][N+:2]1[C:7]2[CH:8]=[CH:9][CH:10]=[CH:11][C:6]=2[N+:5]([O-:12])=[C:4]([CH2:13][CH2:14][CH2:15][N:16]([CH3:21])[CH2:17][CH2:18][CH2:19][NH:20][C:27]([C:29]2[C:42]3[C:33](=[CH:34][C:35]4[C:40]([N:41]=3)=[CH:39][CH:38]=[CH:37][CH:36]=4)[CH:32]=[CH:31][CH:30]=2)=[O:28])[N:3]=1. The catalyst class is: 1. (2) Reactant: [CH2:1](O)[CH2:2][CH2:3][CH2:4][CH2:5][CH2:6][CH2:7][CH2:8][CH2:9][CH:10]=[CH2:11].P(Br)(Br)[Br:14]. Product: [Br:14][CH2:1][CH2:2][CH2:3][CH2:4][CH2:5][CH2:6][CH2:7][CH2:8][CH2:9][CH:10]=[CH2:11]. The catalyst class is: 11. (3) Reactant: [CH3:1][CH:2]([CH3:14])[CH2:3][CH:4]=[C:5]([C:10]([O:12][CH3:13])=[O:11])[C:6]([O:8][CH3:9])=[O:7].[N+:15]([CH3:18])([O-:17])=[O:16].C1CCN2C(=NCCC2)CC1. Product: [CH3:1][CH:2]([CH3:14])[CH2:3][CH:4]([CH:5]([C:6]([O:8][CH3:9])=[O:7])[C:10]([O:12][CH3:13])=[O:11])[CH2:18][N+:15]([O-:17])=[O:16]. The catalyst class is: 11. (4) Reactant: [C:1]([C:5]1[N:10]=[C:9]([C:11](OCC)=[O:12])[CH:8]=[CH:7][CH:6]=1)([CH3:4])([CH3:3])[CH3:2].[H-].[Al+3].[Li+].[H-].[H-].[H-].O.[OH-].[Na+]. Product: [C:1]([C:5]1[N:10]=[C:9]([CH2:11][OH:12])[CH:8]=[CH:7][CH:6]=1)([CH3:4])([CH3:2])[CH3:3]. The catalyst class is: 1. (5) Reactant: C(OC([N:8]1[C:12]2[CH:13]=[C:14]([C:17](=[O:22])[C:18]([F:21])([F:20])[F:19])[CH:15]=[CH:16][C:11]=2[N:10]=[C:9]1[C:23]1[C:28]([CH3:29])=[CH:27][CH:26]=[CH:25][C:24]=1[CH3:30])=O)(C)(C)C.CC1C=C(C=CC=1C)N. Product: [CH3:29][C:28]1[CH:27]=[CH:26][CH:25]=[C:24]([CH3:30])[C:23]=1[C:9]1[NH:8][C:12]2[CH:13]=[C:14]([C:17](=[O:22])[C:18]([F:21])([F:20])[F:19])[CH:15]=[CH:16][C:11]=2[N:10]=1. The catalyst class is: 11.